From a dataset of Full USPTO retrosynthesis dataset with 1.9M reactions from patents (1976-2016). Predict the reactants needed to synthesize the given product. (1) Given the product [CH3:15][O:16][C:17]([C:19]1[S:20][C:21]([C:25]2[CH:30]=[CH:29][CH:28]=[CH:27][CH:26]=2)=[CH:22][C:23]=1[NH:24][CH:6]([CH:8]1[CH2:13][CH2:12][CH2:11][CH2:10][CH2:9]1)[CH2:5][C:4]([O:3][CH2:1][CH3:2])=[O:14])=[O:18], predict the reactants needed to synthesize it. The reactants are: [CH2:1]([O:3][C:4](=[O:14])[CH2:5][C:6]([CH:8]1[CH2:13][CH2:12][CH2:11][CH2:10][CH2:9]1)=O)[CH3:2].[CH3:15][O:16][C:17]([C:19]1[S:20][C:21]([C:25]2[CH:30]=[CH:29][CH:28]=[CH:27][CH:26]=2)=[CH:22][C:23]=1[NH2:24])=[O:18].[Sn](Cl)(Cl)(CCCC)CCCC.C1([SiH3])C=CC=CC=1. (2) The reactants are: [C:1]([O:5][C:6](=[O:33])[N:7]([CH:9]1[CH2:14][CH2:13][CH:12]([NH:15][CH2:16][C:17]2[CH:18]=[C:19]([C:25]3[CH:30]=[CH:29][CH:28]=[C:27]([C:31]#[N:32])[CH:26]=3)[CH:20]=[CH:21][C:22]=2[O:23][CH3:24])[CH2:11][CH2:10]1)[CH3:8])([CH3:4])([CH3:3])[CH3:2].[Cl:34][C:35]1[C:36]2[CH:46]=[CH:45][CH:44]=[CH:43][C:37]=2[S:38][C:39]=1[C:40](Cl)=[O:41]. Given the product [Cl:34][C:35]1[C:36]2[CH:46]=[CH:45][CH:44]=[CH:43][C:37]=2[S:38][C:39]=1[C:40]([N:15]([CH2:16][C:17]1[CH:18]=[C:19]([C:25]2[CH:30]=[CH:29][CH:28]=[C:27]([C:31]#[N:32])[CH:26]=2)[CH:20]=[CH:21][C:22]=1[O:23][CH3:24])[CH:12]1[CH2:13][CH2:14][CH:9]([N:7]([CH3:8])[C:6](=[O:33])[O:5][C:1]([CH3:4])([CH3:2])[CH3:3])[CH2:10][CH2:11]1)=[O:41], predict the reactants needed to synthesize it.